Dataset: Forward reaction prediction with 1.9M reactions from USPTO patents (1976-2016). Task: Predict the product of the given reaction. (1) The product is: [CH2:1]([C:8]1[S:12][C:11]([NH:13][C:33](=[O:34])[CH2:32][CH2:31][C:30]([C:23]2[CH:24]=[CH:25][C:26]([O:27][CH2:28][CH3:29])=[C:21]([Cl:20])[CH:22]=2)=[O:36])=[CH:10][C:9]=1[C:14]1[CH:19]=[CH:18][CH:17]=[CH:16][CH:15]=1)[C:2]1[CH:3]=[CH:4][CH:5]=[CH:6][CH:7]=1. Given the reactants [CH2:1]([C:8]1[S:12][C:11]([NH2:13])=[CH:10][C:9]=1[C:14]1[CH:19]=[CH:18][CH:17]=[CH:16][CH:15]=1)[C:2]1[CH:7]=[CH:6][CH:5]=[CH:4][CH:3]=1.[Cl:20][C:21]1[CH:22]=[C:23]([C:30](=[O:36])[CH2:31][CH2:32][C:33](O)=[O:34])[CH:24]=[CH:25][C:26]=1[O:27][CH2:28][CH3:29].C1C=CC2N(O)N=NC=2C=1.CCN=C=NCCCN(C)C, predict the reaction product. (2) Given the reactants [Br:1][C:2]1[C:3]([O:18][C:19]2[CH:24]=[CH:23][C:22]([C:25]([O:27]C(C)(C)C)=[O:26])=[CH:21][CH:20]=2)=[C:4]([Cl:17])[CH:5]=[C:6]2[C:11]=1[O:10][CH2:9][CH2:8][CH:7]2[C:12]([O:14][CH2:15][CH3:16])=[O:13].FC(F)(F)C(O)=O, predict the reaction product. The product is: [Br:1][C:2]1[C:3]([O:18][C:19]2[CH:20]=[CH:21][C:22]([C:25]([OH:27])=[O:26])=[CH:23][CH:24]=2)=[C:4]([Cl:17])[CH:5]=[C:6]2[C:11]=1[O:10][CH2:9][CH2:8][CH:7]2[C:12]([O:14][CH2:15][CH3:16])=[O:13]. (3) Given the reactants [CH3:1][N:2]1[CH2:7][CH2:6][N:5]([C:8]2[CH:33]=[CH:32][C:11]([C:12]([NH:14][C:15]3[N:16]=[CH:17][N:18]4[C:22]([C:23]([F:26])([F:25])[F:24])=[C:21]([C:27]([O:29]CC)=[O:28])[S:20][C:19]=34)=[O:13])=[CH:10][CH:9]=2)[CH2:4][CH2:3]1.[Li+].[OH-].C(O)(=O)C, predict the reaction product. The product is: [CH3:1][N:2]1[CH2:3][CH2:4][N:5]([C:8]2[CH:9]=[CH:10][C:11]([C:12]([NH:14][C:15]3[N:16]=[CH:17][N:18]4[C:22]([C:23]([F:26])([F:25])[F:24])=[C:21]([C:27]([OH:29])=[O:28])[S:20][C:19]=34)=[O:13])=[CH:32][CH:33]=2)[CH2:6][CH2:7]1. (4) Given the reactants [O:1]([C:8]1[CH:16]=[CH:15][C:11]([C:12]([OH:14])=O)=[CH:10][CH:9]=1)[C:2]1[CH:7]=[CH:6][CH:5]=[CH:4][CH:3]=1.ON1C2C=CC=CC=2N=N1.Cl.C(N=C=NCCCN(C)C)C.[NH2:39][CH2:40][C:41]1[C:42]([OH:49])=[N:43][C:44]([CH3:48])=[N:45][C:46]=1[CH3:47], predict the reaction product. The product is: [OH:49][C:42]1[C:41]([CH2:40][NH:39][C:12](=[O:14])[C:11]2[CH:10]=[CH:9][C:8]([O:1][C:2]3[CH:3]=[CH:4][CH:5]=[CH:6][CH:7]=3)=[CH:16][CH:15]=2)=[C:46]([CH3:47])[N:45]=[C:44]([CH3:48])[N:43]=1. (5) Given the reactants [F:1][C:2]([F:9])([F:8])/[CH:3]=[CH:4]/[C:5](O)=[O:6].C(Cl)(=O)C(Cl)=O.Cl.Cl.[CH3:18][C:19]1[CH:24]=[CH:23][N:22]=[C:21]([N:25]2[CH2:34][CH2:33][CH2:32][C:27]3([CH2:31][NH:30][CH2:29][CH2:28]3)[CH2:26]2)[CH:20]=1.CCOP(O)N(C(C)C)C(C)C, predict the reaction product. The product is: [F:1][C:2]([F:9])([F:8])/[CH:3]=[CH:4]/[C:5]([N:30]1[CH2:29][CH2:28][C:27]2([CH2:32][CH2:33][CH2:34][N:25]([C:21]3[CH:20]=[C:19]([CH3:18])[CH:24]=[CH:23][N:22]=3)[CH2:26]2)[CH2:31]1)=[O:6]. (6) Given the reactants C[O:2][C:3]([C:5]1[CH:6]=[N:7][C:8]([O:11][C:12]2[CH:17]=[CH:16][CH:15]=[CH:14][CH:13]=2)=[N:9][CH:10]=1)=[O:4].[Li+].[OH-], predict the reaction product. The product is: [O:11]([C:8]1[N:7]=[CH:6][C:5]([C:3]([OH:4])=[O:2])=[CH:10][N:9]=1)[C:12]1[CH:13]=[CH:14][CH:15]=[CH:16][CH:17]=1. (7) Given the reactants [CH3:1][CH:2]([CH3:22])[C@@H:3]([N:8]1[CH:17]=[CH:16][C:15]2[C:10](=[CH:11][CH:12]=[CH:13][C:14]=2[N+:18]([O-])=O)[C:9]1=[O:21])[C:4]([O:6][CH3:7])=[O:5].CO, predict the reaction product. The product is: [NH2:18][C:14]1[CH:13]=[CH:12][CH:11]=[C:10]2[C:15]=1[CH:16]=[CH:17][N:8]([C@H:3]([CH:2]([CH3:22])[CH3:1])[C:4]([O:6][CH3:7])=[O:5])[C:9]2=[O:21].